From a dataset of Full USPTO retrosynthesis dataset with 1.9M reactions from patents (1976-2016). Predict the reactants needed to synthesize the given product. (1) Given the product [CH:1]([N:4]([CH3:27])[C:5]1[C:6]([C:19]2[CH:24]=[CH:23][CH:22]=[C:21]([O:25][CH3:26])[CH:20]=2)=[N:7][C:8]2[C:13]([N:14]=1)=[CH:12][C:11]([C:15]([OH:17])=[O:16])=[CH:10][CH:9]=2)([CH3:3])[CH3:2], predict the reactants needed to synthesize it. The reactants are: [CH:1]([N:4]([CH3:27])[C:5]1[C:6]([C:19]2[CH:24]=[CH:23][CH:22]=[C:21]([O:25][CH3:26])[CH:20]=2)=[N:7][C:8]2[C:13]([N:14]=1)=[CH:12][C:11]([C:15]([O:17]C)=[O:16])=[CH:10][CH:9]=2)([CH3:3])[CH3:2].CO.[OH-].[Na+]. (2) Given the product [C:21]1([CH3:49])[CH:26]=[CH:25][C:24]([S:27]([N:30]2[CH2:38][CH2:37][NH:36][CH2:35][CH2:34][N:33]([S:39]([C:42]3[CH:47]=[CH:46][C:45]([CH3:48])=[CH:44][CH:43]=3)(=[O:40])=[O:41])[CH2:32][CH2:31]2)(=[O:29])=[O:28])=[CH:23][CH:22]=1.[CH3:11][CH2:10][CH3:15].[C:21]1([CH3:49])[CH:26]=[CH:25][C:24]([S:27]([N:30]2[CH2:38][CH2:37][NH:36][CH2:35][CH2:34][N:33]([S:39]([C:42]3[CH:47]=[CH:46][C:45]([CH3:48])=[CH:44][CH:43]=3)(=[O:40])=[O:41])[CH2:32][CH2:31]2)(=[O:29])=[O:28])=[CH:23][CH:22]=1, predict the reactants needed to synthesize it. The reactants are: N1CCNCCNCC1.[C:10]1(C)[CH:15]=CC(S(Cl)(=O)=O)=C[CH:11]=1.[C:21]1([CH3:49])[CH:26]=[CH:25][C:24]([S:27]([N:30]2[CH2:38][CH2:37][NH:36][CH2:35][CH2:34][N:33]([S:39]([C:42]3[CH:47]=[CH:46][C:45]([CH3:48])=[CH:44][CH:43]=3)(=[O:41])=[O:40])[CH2:32][CH2:31]2)(=[O:29])=[O:28])=[CH:23][CH:22]=1.ICCCI.C(=O)([O-])[O-].[K+].[K+].